From a dataset of Catalyst prediction with 721,799 reactions and 888 catalyst types from USPTO. Predict which catalyst facilitates the given reaction. Reactant: [O:1]1[C:10]2[C:5](=[CH:6][CH:7]=[CH:8][CH:9]=2)[C:4](=[O:11])[CH2:3][CH2:2]1.B(F)(F)F.[CH3:16]COCC.[Si](C=[N+]=[N-])(C)(C)C.C([O-])(O)=O.[Na+]. Product: [O:1]1[CH2:2][CH2:3][C:4](=[O:11])[CH2:16][C:5]2[CH:6]=[CH:7][CH:8]=[CH:9][C:10]1=2. The catalyst class is: 27.